This data is from Catalyst prediction with 721,799 reactions and 888 catalyst types from USPTO. The task is: Predict which catalyst facilitates the given reaction. (1) Reactant: Cl[C:2]1[N:7]=[C:6]([C:8]([O:10][CH3:11])=[O:9])[C:5]2[C:12]([CH3:15])=[CH:13][NH:14][C:4]=2[CH:3]=1.Cl[CH2:17][Cl:18].[F-:19].[Cs+].CN(C)[CH:23]=[O:24]. Product: [Cl:18][C:17]1[CH:6]=[CH:5][C:4]([C:2]2[N:7]=[C:6]([C:8]([O:10][CH3:11])=[O:9])[C:5]3[C:12]([CH3:15])=[CH:13][NH:14][C:4]=3[CH:3]=2)=[C:3]([F:19])[C:2]=1[O:24][CH3:23]. The catalyst class is: 6. (2) Reactant: [CH3:1][O:2][C:3]1[CH:8]=[C:7]([CH3:9])[C:6]([S:10]([N:13]([CH2:15][C:16]2[O:20][CH:19]=[C:18]([C:21](O)=[O:22])[CH:17]=2)[CH3:14])(=[O:12])=[O:11])=[C:5]([CH3:24])[CH:4]=1.C1N=CN(C(N2C=NC=C2)=O)C=1.[N:37]1([CH2:42][C:43]2[CH:44]=[C:45]([CH2:49][NH2:50])[CH:46]=[CH:47][CH:48]=2)[CH2:41][CH2:40][CH2:39][CH2:38]1.CCN(C(C)C)C(C)C. Product: [CH3:1][O:2][C:3]1[CH:8]=[C:7]([CH3:9])[C:6]([S:10]([N:13]([CH2:15][C:16]2[O:20][CH:19]=[C:18]([C:21]([NH:50][CH2:49][C:45]3[CH:46]=[CH:47][CH:48]=[C:43]([CH2:42][N:37]4[CH2:41][CH2:40][CH2:39][CH2:38]4)[CH:44]=3)=[O:22])[CH:17]=2)[CH3:14])(=[O:12])=[O:11])=[C:5]([CH3:24])[CH:4]=1. The catalyst class is: 26. (3) Reactant: [Cl:1][C:2]1[CH:7]=[C:6]([NH:8][C:9]2[C:14]([C:15]3[N:23]=[C:22]([CH3:24])[N:21]=[C:20]4[C:16]=3[N:17]=[CH:18][N:19]4C3CCCCO3)=[CH:13][CH:12]=[CH:11][N:10]=2)[CH:5]=[CH:4][C:3]=1[NH:31][C:32](=[O:34])[CH3:33].FC(F)(F)C(O)=O.CO. Product: [Cl:1][C:2]1[CH:7]=[C:6]([NH:8][C:9]2[C:14]([C:15]3[N:23]=[C:22]([CH3:24])[N:21]=[C:20]4[C:16]=3[N:17]=[CH:18][NH:19]4)=[CH:13][CH:12]=[CH:11][N:10]=2)[CH:5]=[CH:4][C:3]=1[NH:31][C:32](=[O:34])[CH3:33]. The catalyst class is: 2. (4) Reactant: [NH2:1][C:2]1[CH:25]=[CH:24][C:5]([CH2:6][CH:7]2[CH2:11][CH2:10][N:9]([CH:12]3[CH:19]4[CH2:20][CH:15]5[CH2:16][C:17]([OH:22])([CH2:21][CH:13]3[CH2:14]5)[CH2:18]4)[C:8]2=[O:23])=[C:4]([Cl:26])[CH:3]=1.Cl[CH2:28][CH2:29][N:30]=[C:31]=[O:32].C(OCC)(=O)C.O. Product: [Cl:26][C:4]1[CH:3]=[C:2]([N:1]2[CH2:28][CH2:29][NH:30][C:31]2=[O:32])[CH:25]=[CH:24][C:5]=1[CH2:6][CH:7]1[CH2:11][CH2:10][N:9]([CH:12]2[CH:13]3[CH2:14][CH:15]4[CH2:16][C:17]([OH:22])([CH2:18][CH:19]2[CH2:20]4)[CH2:21]3)[C:8]1=[O:23]. The catalyst class is: 7.